From a dataset of Catalyst prediction with 721,799 reactions and 888 catalyst types from USPTO. Predict which catalyst facilitates the given reaction. (1) Reactant: [CH3:1][O:2][C:3](=[O:23])[C:4]([C:6]1[C:14]2[C:9](=[CH:10][C:11]([O:15]CC3C=CC=CC=3)=[CH:12][CH:13]=2)[NH:8][CH:7]=1)=O. Product: [CH3:1][O:2][C:3](=[O:23])[CH2:4][C:6]1[C:14]2[C:9](=[CH:10][C:11]([OH:15])=[CH:12][CH:13]=2)[NH:8][CH:7]=1. The catalyst class is: 505. (2) Reactant: [CH3:1][C:2]([O:5][C:6](=[O:12])[NH:7][CH2:8][CH2:9][CH2:10]Br)([CH3:4])[CH3:3].[NH2:13][C:14]1[S:15][CH:16]=[CH:17][N:18]=1.C([O-])([O-])=O.[Cs+].[Cs+]. Product: [CH3:1][C:2]([O:5][C:6](=[O:12])[NH:7][CH2:8][CH2:9][CH2:10][NH:13][C:14]1[S:15][CH:16]=[CH:17][N:18]=1)([CH3:4])[CH3:3]. The catalyst class is: 39. (3) Reactant: [CH3:1][O:2][CH:3]([CH2:7][CH:8]=[CH2:9])[CH2:4][CH:5]=O.S(O)(O)(=O)=O.[NH2:15][OH:16].C([O-])(=O)C.[Na+].O. Product: [CH3:1][O:2][CH:3]([CH2:7][CH:8]=[CH2:9])[CH2:4][CH:5]=[N:15][OH:16]. The catalyst class is: 8. (4) Reactant: [CH3:1][O:2][C:3](=[O:12])[C:4]1[CH:9]=[C:8]([NH2:10])[CH:7]=[CH:6][C:5]=1[Cl:11].[Br-:13].[Br-].[Br-].C([N+](CCCC)(CCCC)CCCC)CCC.C([N+](CCCC)(CCCC)CCCC)CCC.C([N+](CCCC)(CCCC)CCCC)CCC.S([O-])([O-])(=O)=S.[Na+].[Na+]. Product: [CH3:1][O:2][C:3](=[O:12])[C:4]1[C:9]([Br:13])=[C:8]([NH2:10])[CH:7]=[CH:6][C:5]=1[Cl:11]. The catalyst class is: 98. (5) Reactant: [CH2:1]([O:3][C:4](=[O:25])[C:5]1[CH:10]=[CH:9][CH:8]=[C:7]([N:11]2[C:15]([CH3:16])=[CH:14][CH:13]=[C:12]2[C:17]2[CH:22]=[C:21]([Br:23])[CH:20]=[CH:19][C:18]=2[OH:24])[CH:6]=1)[CH3:2].C([O-])([O-])=O.[K+].[K+].[Cl:32][C:33]1[CH:34]=[C:35]([CH:38]=[CH:39][C:40]=1[Cl:41])[CH2:36]Br. Product: [CH2:1]([O:3][C:4](=[O:25])[C:5]1[CH:10]=[CH:9][CH:8]=[C:7]([N:11]2[C:15]([CH3:16])=[CH:14][CH:13]=[C:12]2[C:17]2[CH:22]=[C:21]([Br:23])[CH:20]=[CH:19][C:18]=2[O:24][CH2:36][C:35]2[CH:38]=[CH:39][C:40]([Cl:41])=[C:33]([Cl:32])[CH:34]=2)[CH:6]=1)[CH3:2]. The catalyst class is: 3. (6) The catalyst class is: 846. Reactant: [Cl:1][C:2]1[CH:3]=[CH:4][C:5]([CH2:8][O:9][C:10]2[CH:15]=[CH:14][N:13]([C:16]3[CH:17]=[N:18][C:19](I)=[CH:20][CH:21]=3)[C:12](=[O:23])[CH:11]=2)=[N:6][CH:7]=1.[O:24]=[C:25]1[C:28]2([CH2:33][CH2:32][N:31]([C:34]([O:36][C:37]([CH3:40])([CH3:39])[CH3:38])=[O:35])[CH2:30][CH2:29]2)[CH2:27][NH:26]1.CN(C)[C@H]1CCCC[C@@H]1N.P([O-])([O-])([O-])=O.[K+].[K+].[K+]. Product: [Cl:1][C:2]1[CH:3]=[CH:4][C:5]([CH2:8][O:9][C:10]2[CH:15]=[CH:14][N:13]([C:16]3[CH:17]=[N:18][C:19]([N:26]4[CH2:27][C:28]5([CH2:33][CH2:32][N:31]([C:34]([O:36][C:37]([CH3:39])([CH3:38])[CH3:40])=[O:35])[CH2:30][CH2:29]5)[C:25]4=[O:24])=[CH:20][CH:21]=3)[C:12](=[O:23])[CH:11]=2)=[N:6][CH:7]=1. (7) Reactant: C(=O)([O-])[O-].[K+].[K+].Br[CH2:8][C:9]([O:11][CH2:12][CH3:13])=[O:10].CN(C=O)C.[CH3:19][N:20]1[C:29]2[C:24](=[CH:25][C:26]([O:30][CH2:31][CH2:32][CH2:33][NH:34][CH2:35][C:36]3[CH:41]=[CH:40][N:39]=[CH:38][CH:37]=3)=[CH:27][CH:28]=2)[CH:23]=[CH:22][C:21]1=[O:42]. Product: [CH2:12]([O:11][C:9](=[O:10])[CH2:8][N:34]([CH2:33][CH2:32][CH2:31][O:30][C:26]1[CH:25]=[C:24]2[C:29](=[CH:28][CH:27]=1)[N:20]([CH3:19])[C:21](=[O:42])[CH:22]=[CH:23]2)[CH2:35][C:36]1[CH:37]=[CH:38][N:39]=[CH:40][CH:41]=1)[CH3:13]. The catalyst class is: 13. (8) Reactant: C(Cl)(=O)C(Cl)=O.CS(C)=O.[CH3:11][CH:12]([CH2:14][CH2:15][CH2:16][C@H:17]([CH2:19][CH2:20][CH2:21][C@H:22]([CH2:24][CH2:25][CH2:26]/[C:27](=[CH:29]/[CH2:30][OH:31])/[CH3:28])[CH3:23])[CH3:18])[CH3:13].C(N(CC)CC)C. Product: [CH3:28][C:27]([CH2:26][CH2:25][CH2:24][CH:22]([CH3:23])[CH2:21][CH2:20][CH2:19][CH:17]([CH3:18])[CH2:16][CH2:15][CH2:14][CH:12]([CH3:13])[CH3:11])=[CH:29][CH:30]=[O:31]. The catalyst class is: 2. (9) Reactant: [C:9](O[C:9]([O:11][C:12]([CH3:15])([CH3:14])[CH3:13])=[O:10])([O:11][C:12]([CH3:15])([CH3:14])[CH3:13])=[O:10].[Cl:16][C:17]1[CH:22]=[CH:21][CH:20]=[C:19]([Cl:23])[C:18]=1[N:24]1[C:28]([CH2:29][O:30][C:31]2[CH:36]=[CH:35][C:34]([NH2:37])=[C:33]([CH3:38])[CH:32]=2)=[C:27]([CH:39]([CH3:41])[CH3:40])[CH:26]=[N:25]1.C(N(CC)CC)C. Product: [C:12]([O:11][C:9](=[O:10])[NH:37][C:34]1[CH:35]=[CH:36][C:31]([O:30][CH2:29][C:28]2[N:24]([C:18]3[C:17]([Cl:16])=[CH:22][CH:21]=[CH:20][C:19]=3[Cl:23])[N:25]=[CH:26][C:27]=2[CH:39]([CH3:41])[CH3:40])=[CH:32][C:33]=1[CH3:38])([CH3:13])([CH3:14])[CH3:15]. The catalyst class is: 4.